The task is: Predict the reaction yield, written as a fraction of the theoretical maximum amount of product (1.0 means a 100% yield; for example, 0.34 means a 34% yield).. This data is from Reaction yield outcomes from USPTO patents with 853,638 reactions. (1) The reactants are C([O:8][C@@H:9]1[C@@H:14]([O:15]CC2C=CC=CC=2)[C@H:13]([O:23]CC2C=CC=CC=2)[C@@H:12]([CH2:31][O:32]CC2C=CC=CC=2)[O:11][C@:10]21[C:48]1[C:43](=[CH:44][C:45]([Cl:58])=[C:46]([CH2:49][C:50]3[CH:55]=[CH:54][C:53]([CH2:56][CH3:57])=[CH:52][CH:51]=3)[CH:47]=1)[O:42][CH:41]([CH2:59][OH:60])[CH2:40]2)C1C=CC=CC=1.ClC1C=CC=CC=1Cl.[H][H]. The catalyst is CO.C1COCC1.[OH-].[OH-].[Pd+2]. The product is [Cl:58][C:45]1[CH:44]=[C:43]2[O:42][CH:41]([CH2:59][OH:60])[CH2:40][C@@:10]3([C@H:9]([OH:8])[C@@H:14]([OH:15])[C@H:13]([OH:23])[C@@H:12]([CH2:31][OH:32])[O:11]3)[C:48]2=[CH:47][C:46]=1[CH2:49][C:50]1[CH:51]=[CH:52][C:53]([CH2:56][CH3:57])=[CH:54][CH:55]=1. The yield is 0.640. (2) The reactants are [N:1]1([C:7]2[C:8]3[N:16]=[C:15]([C:17]4[CH:22]=[CH:21][N:20]=[CH:19][CH:18]=4)[S:14][C:9]=3[N:10]=[C:11]([NH2:13])[N:12]=2)[CH2:6][CH2:5][NH:4][CH2:3][CH2:2]1.[Cl:23][C:24]1[CH:34]=[CH:33][C:27]([O:28][CH2:29][C:30](O)=[O:31])=[CH:26][CH:25]=1. No catalyst specified. The product is [NH2:13][C:11]1[N:12]=[C:7]([N:1]2[CH2:6][CH2:5][N:4]([C:30](=[O:31])[CH2:29][O:28][C:27]3[CH:33]=[CH:34][C:24]([Cl:23])=[CH:25][CH:26]=3)[CH2:3][CH2:2]2)[C:8]2[N:16]=[C:15]([C:17]3[CH:22]=[CH:21][N:20]=[CH:19][CH:18]=3)[S:14][C:9]=2[N:10]=1. The yield is 0.430. (3) The reactants are C(=O)([O-])[O-].[Cs+].[Cs+].[CH:7]1[CH:8]=[CH:9][C:10]2[N:15]=[C:14]([C:16]3[N:20]=[CH:19][S:18][CH:17]=3)[NH:13][C:11]=2[CH:12]=1.Br[CH2:22][CH2:23][CH2:24][CH2:25][CH2:26][B:27]([OH:29])[OH:28].FC(F)(F)C(O)=O. The catalyst is CN(C)C=O.O.C(#N)C. The product is [S:18]1[CH:17]=[C:16]([C:14]2[N:13]([CH2:22][CH2:23][CH2:24][CH2:25][CH2:26][B:27]([OH:29])[OH:28])[C:11]3[CH:12]=[CH:7][CH:8]=[CH:9][C:10]=3[N:15]=2)[N:20]=[CH:19]1. The yield is 0.700. (4) The reactants are Br[C:2]1[CH:7]=[CH:6][C:5]([S:8][C:9]2[N:14]=[C:13]([CH3:15])[C:12]([CH:16]=[O:17])=[CH:11][CH:10]=2)=[C:4]([CH3:18])[CH:3]=1.[CH3:19][N:20](C=O)C. The catalyst is [C-]#N.[C-]#N.[Zn+2].C1C=CC(P(C2C=CC=CC=2)[C-]2C=CC=C2)=CC=1.C1C=CC(P(C2C=CC=CC=2)[C-]2C=CC=C2)=CC=1.[Fe+2].C1C=CC(/C=C/C(/C=C/C2C=CC=CC=2)=O)=CC=1.C1C=CC(/C=C/C(/C=C/C2C=CC=CC=2)=O)=CC=1.C1C=CC(/C=C/C(/C=C/C2C=CC=CC=2)=O)=CC=1.[Pd].[Pd]. The product is [CH:16]([C:12]1[CH:11]=[CH:10][C:9]([S:8][C:5]2[CH:6]=[CH:7][C:2]([C:19]#[N:20])=[CH:3][C:4]=2[CH3:18])=[N:14][C:13]=1[CH3:15])=[O:17]. The yield is 0.100. (5) The reactants are C[C:2]1([CH:14]=O)[CH:7]=[CH:6][C:5](N2CCCCC2)=[CH:4][CH2:3]1.[C:16]([N:23]1[CH2:28][CH2:27][NH:26][CH2:25][CH2:24]1)([O:18][C:19]([CH3:22])([CH3:21])[CH3:20])=[O:17].[C-:29]#[N:30].C([Al+][CH2:34][CH3:35])C. The catalyst is ClCCCl.[Ti+4]. The product is [C:29]([C:14]([CH:35]1[CH2:34][CH2:16][N:23]([CH3:28])[CH2:24][CH2:25]1)([C:2]1[CH:3]=[CH:4][CH:5]=[CH:6][CH:7]=1)[N:26]1[CH2:25][CH2:24][N:23]([C:16]([O:18][C:19]([CH3:22])([CH3:21])[CH3:20])=[O:17])[CH2:28][CH2:27]1)#[N:30]. The yield is 0.250.